Dataset: Forward reaction prediction with 1.9M reactions from USPTO patents (1976-2016). Task: Predict the product of the given reaction. (1) The product is: [CH2:12]([C:14]1[CH:22]=[CH:21][CH:20]=[C:19]([CH2:23][CH3:24])[C:15]=1[C:16]([NH:11][C@@H:7]1[CH2:8][CH2:9][CH2:10][C@@H:6]1[N:1]1[CH2:2][CH2:3][CH2:4][CH2:5]1)=[O:17])[CH3:13]. Given the reactants [N:1]1([C@H:6]2[CH2:10][CH2:9][CH2:8][C@H:7]2[NH2:11])[CH2:5][CH2:4][CH2:3][CH2:2]1.[CH2:12]([C:14]1[CH:22]=[CH:21][CH:20]=[C:19]([CH2:23][CH3:24])[C:15]=1[C:16](O)=[O:17])[CH3:13], predict the reaction product. (2) Given the reactants [Br:1][C:2]1[CH:21]=[CH:20][C:5]([CH2:6][C:7]2[NH:8][CH:9]=[C:10]([C:12]3[CH:17]=[CH:16][C:15]([Cl:18])=[CH:14][C:13]=3[Cl:19])[N:11]=2)=[CH:4][CH:3]=1.[CH3:22][O:23][C:24](=[O:36])[C:25]1[CH:30]=[C:29](F)[CH:28]=[CH:27][C:26]=1[C:32]([F:35])([F:34])[F:33], predict the reaction product. The product is: [CH3:22][O:23][C:24](=[O:36])[C:25]1[CH:30]=[C:29]([N:8]2[CH:9]=[C:10]([C:12]3[CH:17]=[CH:16][C:15]([Cl:18])=[CH:14][C:13]=3[Cl:19])[N:11]=[C:7]2[CH2:6][C:5]2[CH:20]=[CH:21][C:2]([Br:1])=[CH:3][CH:4]=2)[CH:28]=[CH:27][C:26]=1[C:32]([F:33])([F:35])[F:34]. (3) Given the reactants [NH2:1][C:2]1[N:7]=[CH:6][N:5]=[C:4]2[N:8]([CH2:19][CH2:20][NH:21][CH2:22][C:23]3[CH:28]=[CH:27][C:26]([Cl:29])=[CH:25][CH:24]=3)[N:9]=[C:10]([C:11]3[CH:12]=[C:13]([OH:18])[CH:14]=[C:15]([F:17])[CH:16]=3)[C:3]=12.[C:30](Cl)(=[O:33])[CH:31]=[CH2:32], predict the reaction product. The product is: [NH2:1][C:2]1[N:7]=[CH:6][N:5]=[C:4]2[N:8]([CH2:19][CH2:20][N:21]([CH2:22][C:23]3[CH:28]=[CH:27][C:26]([Cl:29])=[CH:25][CH:24]=3)[C:30](=[O:33])[CH:31]=[CH2:32])[N:9]=[C:10]([C:11]3[CH:12]=[C:13]([OH:18])[CH:14]=[C:15]([F:17])[CH:16]=3)[C:3]=12. (4) Given the reactants [CH3:1][C@@H:2]([NH:30]C(=O)OC(C)(C)C)[C:3]([NH:5][C:6]1[CH:11]=[CH:10][C:9]([O:12][CH3:13])=[C:8]([NH:14][S:15]([C:18]2[CH:23]=[CH:22][C:21]([C:24]3[O:25][C:26]([CH3:29])=[CH:27][CH:28]=3)=[CH:20][CH:19]=2)(=[O:17])=[O:16])[CH:7]=1)=[O:4].[ClH:38], predict the reaction product. The product is: [ClH:38].[CH3:29][C:26]1[O:25][C:24]([C:21]2[CH:20]=[CH:19][C:18]([S:15]([NH:14][C:8]3[CH:7]=[C:6]([NH:5][C:3](=[O:4])[C@@H:2]([CH3:1])[NH2:30])[CH:11]=[CH:10][C:9]=3[O:12][CH3:13])(=[O:16])=[O:17])=[CH:23][CH:22]=2)=[CH:28][CH:27]=1. (5) Given the reactants [F:1][C:2]1[CH:3]=[C:4]([CH2:28][C:29]([OH:31])=O)[CH:5]=[CH:6][C:7]=1[CH2:8][O:9][CH2:10][C@@H:11]1[CH2:13][C@@H:12]1[CH:14]1[CH2:19][CH2:18][N:17]([C:20]2[O:24][N:23]=[C:22]([CH:25]([CH3:27])[CH3:26])[N:21]=2)[CH2:16][CH2:15]1.C1C=CC2N(O)N=NC=2C=1.O.C[CH2:44][N:45]=[C:46]=NCCCN(C)C.Cl.Cl.CNC, predict the reaction product. The product is: [F:1][C:2]1[CH:3]=[C:4]([CH2:28][C:29]([N:45]([CH3:46])[CH3:44])=[O:31])[CH:5]=[CH:6][C:7]=1[CH2:8][O:9][CH2:10][C@@H:11]1[CH2:13][C@@H:12]1[CH:14]1[CH2:15][CH2:16][N:17]([C:20]2[O:24][N:23]=[C:22]([CH:25]([CH3:26])[CH3:27])[N:21]=2)[CH2:18][CH2:19]1. (6) Given the reactants [CH2:1]([O:8][C:9]1[CH:10]=[C:11]2[C:16](=[CH:17][C:18]=1[O:19][CH3:20])[CH:15]=[N:14][CH:13]([CH3:21])[CH2:12]2)[C:2]1[CH:7]=[CH:6][CH:5]=[CH:4][CH:3]=1.C(O[CH:25]=[C:26]([C:32](=[O:34])[CH3:33])[C:27]([O:29][CH2:30][CH3:31])=[O:28])C, predict the reaction product. The product is: [CH2:1]([O:8][C:9]1[C:18]([O:19][CH3:20])=[CH:17][C:16]2[CH:15]3[N:14]([CH:13]([CH3:21])[CH2:12][C:11]=2[CH:10]=1)[CH:25]=[C:26]([C:27]([O:29][CH2:30][CH3:31])=[O:28])[C:32](=[O:34])[CH2:33]3)[C:2]1[CH:7]=[CH:6][CH:5]=[CH:4][CH:3]=1. (7) Given the reactants [CH3:1][C:2]1[CH:3]=[N:4][CH:5]=[C:6]([C:8]2[N:9]([C:17]3[CH:22]=[CH:21][C:20]([S:23](C)(=[O:25])=[O:24])=[CH:19][CH:18]=3)[CH:10]=[C:11]([C:13]([F:16])([F:15])[F:14])[N:12]=2)[CH:7]=1.C([Mg]Cl)CCC.C(B(CC)CC)C.C([O-])(=O)C.[Na+].[NH2:45]OS(O)(=O)=O, predict the reaction product. The product is: [CH3:1][C:2]1[CH:7]=[C:6]([C:8]2[N:9]([C:17]3[CH:22]=[CH:21][C:20]([S:23]([NH2:45])(=[O:25])=[O:24])=[CH:19][CH:18]=3)[CH:10]=[C:11]([C:13]([F:16])([F:15])[F:14])[N:12]=2)[CH:5]=[N:4][CH:3]=1.